Dataset: Reaction yield outcomes from USPTO patents with 853,638 reactions. Task: Predict the reaction yield, written as a fraction of the theoretical maximum amount of product (1.0 means a 100% yield; for example, 0.34 means a 34% yield). (1) The reactants are [Cl:1][C:2]1[CH:3]=[N:4][N:5]([CH3:41])[C:6]=1[C:7]1[CH:8]=[C:9]([C:14]([NH:16][C@@H:17]([CH2:30][C:31]2[CH:36]=[CH:35][CH:34]=[CH:33][C:32]=2[C:37]([F:40])([F:39])[F:38])[CH2:18][N:19]2C(=O)C3C(=CC=CC=3)C2=O)=[O:15])[S:10][C:11]=1[CH2:12][CH3:13].NN. The catalyst is O1CCCC1.CO. The product is [NH2:19][CH2:18][C@@H:17]([NH:16][C:14]([C:9]1[S:10][C:11]([CH2:12][CH3:13])=[C:7]([C:6]2[N:5]([CH3:41])[N:4]=[CH:3][C:2]=2[Cl:1])[CH:8]=1)=[O:15])[CH2:30][C:31]1[CH:36]=[CH:35][CH:34]=[CH:33][C:32]=1[C:37]([F:40])([F:39])[F:38]. The yield is 0.570. (2) The reactants are [F:1][C:2]1[CH:32]=[C:31]([F:33])[CH:30]=[C:29]([F:34])[C:3]=1[C:4]([N:6]([CH3:28])[C:7]1[CH:12]=[CH:11][CH:10]=[C:9]([C:13]([CH:15]2[CH2:20][CH2:19][N:18](C(OC(C)(C)C)=O)[CH2:17][CH2:16]2)=[O:14])[N:8]=1)=[O:5]. The catalyst is FC(F)(F)C(O)=O.C(Cl)Cl. The product is [F:34][C:29]1[CH:30]=[C:31]([F:33])[CH:32]=[C:2]([F:1])[C:3]=1[C:4]([N:6]([CH3:28])[C:7]1[CH:12]=[CH:11][CH:10]=[C:9]([C:13]([CH:15]2[CH2:20][CH2:19][NH:18][CH2:17][CH2:16]2)=[O:14])[N:8]=1)=[O:5]. The yield is 0.850. (3) The reactants are [CH2:1]([NH2:8])[C:2]1[CH:7]=[CH:6][CH:5]=[CH:4][CH:3]=1.C([O:12][C:13]1[CH:14]=[C:15]2[C:20](=[CH:21][C:22]=1[O:23][CH3:24])[N:19]=[CH:18][N:17]=[C:16]2Cl)(=O)C. The catalyst is CC(O)C. The product is [CH2:1]([NH:8][C:16]1[C:15]2[C:20](=[CH:21][C:22]([O:23][CH3:24])=[C:13]([OH:12])[CH:14]=2)[N:19]=[CH:18][N:17]=1)[C:2]1[CH:7]=[CH:6][CH:5]=[CH:4][CH:3]=1. The yield is 0.760. (4) The reactants are [NH2:1][N:2]1[C:7]([CH3:8])=[CH:6][CH:5]=[CH:4][C:3]1=[NH2+:9].CC1C=C(C)C=C(C)C=1S([O-])(=O)=O.[Cl:23][CH2:24][C:25](OC)=O.C(=O)([O-])[O-].[K+].[K+]. The catalyst is CCO. The product is [Cl:23][CH2:24][C:25]1[N:9]=[C:3]2[CH:4]=[CH:5][CH:6]=[C:7]([CH3:8])[N:2]2[N:1]=1. The yield is 0.840. (5) The reactants are [B-](F)(F)(F)F.[CH3:6][N:7](C(ON1C(=O)CCC1=O)=[N+](C)C)[CH3:8].[OH:21][CH:22]([C:24]1[CH:25]=[C:26]([C:42]([OH:44])=O)[CH:27]=[C:28]2[C:33]=1[O:32][C:31]([N:34]1[CH2:39][CH2:38][O:37][C@H:36]([CH3:40])[CH2:35]1)=[CH:30][C:29]2=[O:41])[CH3:23].C(N(C(C)C)C(C)C)C.CNC. The catalyst is C(Cl)Cl. The product is [OH:21][CH:22]([C:24]1[CH:25]=[C:26]([C:42]([N:7]([CH3:8])[CH3:6])=[O:44])[CH:27]=[C:28]2[C:33]=1[O:32][C:31]([N:34]1[CH2:39][CH2:38][O:37][C@H:36]([CH3:40])[CH2:35]1)=[CH:30][C:29]2=[O:41])[CH3:23]. The yield is 0.840. (6) The reactants are C([N:8]1[CH2:12][C@H:11]([C:13]2[CH:18]=[CH:17][C:16]([F:19])=[C:15]([F:20])[CH:14]=2)[C@@H:10]([C@@H:21]([O:23][C:24]2[CH:31]=[CH:30][C:27]([C:28]#[N:29])=[CH:26][N:25]=2)[CH3:22])[CH2:9]1)C1C=CC=CC=1.ClC(OC(Cl)C)=O.CCN(C(C)C)C(C)C. The catalyst is C1(C)C=CC=CC=1. The product is [F:20][C:15]1[CH:14]=[C:13]([C@H:11]2[CH2:12][NH:8][CH2:9][C@@H:10]2[C@@H:21]([O:23][C:24]2[CH:31]=[CH:30][C:27]([C:28]#[N:29])=[CH:26][N:25]=2)[CH3:22])[CH:18]=[CH:17][C:16]=1[F:19]. The yield is 0.850.